From a dataset of Catalyst prediction with 721,799 reactions and 888 catalyst types from USPTO. Predict which catalyst facilitates the given reaction. (1) Reactant: [OH:1][C:2]1[CH:3]=[C:4]([C:14]([NH:16][C:17]2[CH:21]=[CH:20][N:19](C(OC(C)(C)C)=O)[N:18]=2)=[O:15])[CH:5]=[C:6]([O:8][C@@H:9]([CH3:13])[CH2:10][O:11][CH3:12])[CH:7]=1.[N:29]1([C:33]([C:35]2[CH:36]=[CH:37][C:38](Cl)=[N:39][CH:40]=2)=[O:34])[CH2:32][CH2:31][CH2:30]1.C(=O)([O-])[O-].[K+].[K+]. Product: [N:29]1([C:33]([C:35]2[CH:36]=[CH:37][C:38]([O:1][C:2]3[CH:3]=[C:4]([CH:5]=[C:6]([O:8][C@@H:9]([CH3:13])[CH2:10][O:11][CH3:12])[CH:7]=3)[C:14]([NH:16][C:17]3[CH:21]=[CH:20][NH:19][N:18]=3)=[O:15])=[N:39][CH:40]=2)=[O:34])[CH2:32][CH2:31][CH2:30]1. The catalyst class is: 10. (2) Reactant: [Br:1][C:2]1[C:3]([CH3:12])=[C:4]([CH:9]=[CH:10][CH:11]=1)[C:5]([O:7][CH3:8])=[O:6].[Br:13]N1C(=O)CCC1=O. Product: [Br:1][C:2]1[C:3]([CH2:12][Br:13])=[C:4]([CH:9]=[CH:10][CH:11]=1)[C:5]([O:7][CH3:8])=[O:6]. The catalyst class is: 340.